This data is from Full USPTO retrosynthesis dataset with 1.9M reactions from patents (1976-2016). The task is: Predict the reactants needed to synthesize the given product. (1) Given the product [ClH:16].[Cl:16][C:17]1[CH:24]=[CH:23][C:7]([CH2:4][O:3][C:1]([N:8]2[C@H:9]([CH3:15])[CH2:10][NH:11][CH2:12][C@@H:13]2[CH3:14])=[O:2])=[CH:19][CH:18]=1, predict the reactants needed to synthesize it. The reactants are: [C:1]([N:8]1[C@H:13]([CH3:14])[CH2:12][NH:11][CH2:10][C@@H:9]1[CH3:15])([O:3][C:4]([CH3:7])(C)C)=[O:2].[Cl:16][C:17]1[CH:24]=[CH:23]C(CCl)=[CH:19][CH:18]=1. (2) Given the product [F:33][C:31]1[C:30]([F:34])=[CH:29][C:15]2[NH:16][C:17]([C:18]3[CH:19]=[CH:20][CH:21]=[CH:22][C:23]=3[CH2:42][O:41][C:40]3[CH:52]=[CH:53][C:37]([C:35]#[N:36])=[C:38]([F:54])[CH:39]=3)=[N:13][C:14]=2[CH:32]=1, predict the reactants needed to synthesize it. The reactants are: C1(COC2C(C3[N:16]([CH2:17][C:18]4[CH:23]=[CH:22][C:21](CCC(O)=O)=[CH:20][CH:19]=4)[C:15]4[CH:29]=[C:30]([F:34])[C:31]([F:33])=[CH:32][C:14]=4[N:13]=3)=CC=CN=2)CC1.[C:35]([C:37]1[CH:53]=[CH:52][C:40]([O:41][CH2:42]C2C=CC=CC=2C(Cl)=O)=[CH:39][C:38]=1[F:54])#[N:36].FC1C=C(N)C(N)=CC=1F. (3) Given the product [F:25][C:26]1[CH:32]=[CH:31][C:29]([NH:30][C:2]2[N:7]=[CH:6][N:5]=[C:4]([O:8][C:9]3[CH:14]=[CH:13][C:12]([NH:15][C:16]([NH:18][C:19]4[CH:24]=[CH:23][CH:22]=[CH:21][CH:20]=4)=[O:17])=[CH:11][CH:10]=3)[CH:3]=2)=[CH:28][CH:27]=1, predict the reactants needed to synthesize it. The reactants are: Cl[C:2]1[N:7]=[CH:6][N:5]=[C:4]([O:8][C:9]2[CH:14]=[CH:13][C:12]([NH:15][C:16]([NH:18][C:19]3[CH:24]=[CH:23][CH:22]=[CH:21][CH:20]=3)=[O:17])=[CH:11][CH:10]=2)[CH:3]=1.[F:25][C:26]1[CH:32]=[CH:31][C:29]([NH2:30])=[CH:28][CH:27]=1.O. (4) The reactants are: Br[CH2:2][C:3]1[C:13]([Cl:14])=[N:12][CH:11]=[CH:10][C:4]=1[C:5]([O:7]CC)=O.Cl.[CH3:16][C:17]1[CH:18]=[C:19]([CH:29]([NH2:31])[CH3:30])[CH:20]=[N:21][C:22]=1[O:23][CH2:24][C:25]([F:28])([F:27])[F:26].C(N(CC)CC)C. Given the product [Cl:14][C:13]1[C:3]2[CH2:2][N:31]([CH:29]([C:19]3[CH:20]=[N:21][C:22]([O:23][CH2:24][C:25]([F:28])([F:26])[F:27])=[C:17]([CH3:16])[CH:18]=3)[CH3:30])[C:5](=[O:7])[C:4]=2[CH:10]=[CH:11][N:12]=1, predict the reactants needed to synthesize it.